This data is from Forward reaction prediction with 1.9M reactions from USPTO patents (1976-2016). The task is: Predict the product of the given reaction. (1) Given the reactants [C:1]([C:3]1[CH:4]=[C:5]([CH:20]=[CH:21][CH:22]=1)[CH2:6][N:7]1[CH2:12][CH2:11][N:10]([C:13]2[CH:18]=[CH:17][C:16]([NH2:19])=[CH:15][CH:14]=2)[CH2:9][CH2:8]1)#[N:2].[CH:23]([C:26]1[CH:31]=[CH:30][C:29]([C:32]2[C:33]([C:39](O)=[O:40])=[CH:34][CH:35]=[CH:36][C:37]=2[CH3:38])=[CH:28][CH:27]=1)([CH3:25])[CH3:24].C1C=CC2N(O)N=NC=2C=1.CCN=C=NCCCN(C)C.Cl, predict the reaction product. The product is: [C:1]([C:3]1[CH:4]=[C:5]([CH:20]=[CH:21][CH:22]=1)[CH2:6][N:7]1[CH2:12][CH2:11][N:10]([C:13]2[CH:18]=[CH:17][C:16]([NH:19][C:39]([C:33]3[C:32]([C:29]4[CH:28]=[CH:27][C:26]([CH:23]([CH3:25])[CH3:24])=[CH:31][CH:30]=4)=[C:37]([CH3:38])[CH:36]=[CH:35][CH:34]=3)=[O:40])=[CH:15][CH:14]=2)[CH2:9][CH2:8]1)#[N:2]. (2) Given the reactants [O:1]1[C:5]2([CH2:10][CH2:9][C:8]([CH:11]=[O:12])=[CH:7][CH2:6]2)[O:4][CH2:3][CH2:2]1, predict the reaction product. The product is: [O:1]1[C:5]2([CH2:10][CH2:9][CH:8]([CH:11]=[O:12])[CH2:7][CH2:6]2)[O:4][CH2:3][CH2:2]1. (3) Given the reactants [NH2:1][C:2]1[CH:3]=[CH:4][C:5]([C:12]2[CH:17]=[CH:16][C:15]([OH:18])=[CH:14][CH:13]=2)=[C:6]2[C:10]=1[C:9](=[O:11])[NH:8][CH2:7]2.[Si:19](Cl)([C:22]([CH3:25])([CH3:24])[CH3:23])([CH3:21])[CH3:20].C1CCN2C(=NCCC2)CC1, predict the reaction product. The product is: [NH2:1][C:2]1[CH:3]=[CH:4][C:5]([C:12]2[CH:17]=[CH:16][C:15]([O:18][Si:19]([C:22]([CH3:25])([CH3:24])[CH3:23])([CH3:21])[CH3:20])=[CH:14][CH:13]=2)=[C:6]2[C:10]=1[C:9](=[O:11])[NH:8][CH2:7]2. (4) Given the reactants [CH3:1][C:2]([C:5]1[CH:6]=[C:7]([S:16][C:17]([S:20][C:21]2[CH:26]=[C:25]([C:27]([CH3:30])([CH3:29])[CH3:28])[C:24]([OH:31])=[C:23]([C:32]([CH3:35])([CH3:34])[CH3:33])[CH:22]=2)([CH3:19])[CH3:18])[CH:8]=[C:9]([C:12]([CH3:15])([CH3:14])[CH3:13])[C:10]=1[OH:11])([CH3:4])[CH3:3].Cl[CH2:37][CH2:38][CH2:39][C:40]([O:42][CH3:43])=[O:41].[F-].[K+], predict the reaction product. The product is: [CH3:4][C:2]([C:5]1[CH:6]=[C:7]([S:16][C:17]([S:20][C:21]2[CH:22]=[C:23]([C:32]([CH3:35])([CH3:34])[CH3:33])[C:24]([O:31][CH2:37][CH2:38][CH2:39][C:40]([O:42][CH3:43])=[O:41])=[C:25]([C:27]([CH3:30])([CH3:29])[CH3:28])[CH:26]=2)([CH3:18])[CH3:19])[CH:8]=[C:9]([C:12]([CH3:13])([CH3:14])[CH3:15])[C:10]=1[OH:11])([CH3:1])[CH3:3].